From a dataset of Forward reaction prediction with 1.9M reactions from USPTO patents (1976-2016). Predict the product of the given reaction. (1) Given the reactants [CH3:1][C:2]1[N:3]([NH:13][CH2:14][C:15]#[CH:16])[CH:4]=[C:5]([C:7]2[CH:8]=[N:9][CH:10]=[CH:11][CH:12]=2)[N:6]=1.[CH2:17](N(C(C)C)C(C)C)C.[CH3:26][S:27][CH2:28][CH2:29][C:30](Cl)=[O:31], predict the reaction product. The product is: [CH3:1][C:2]1[N:3]([N:13]([CH2:14][C:15]#[CH:16])[C:30](=[O:31])[CH2:29][CH:28]([S:27][CH3:26])[CH3:17])[CH:4]=[C:5]([C:7]2[CH:8]=[N:9][CH:10]=[CH:11][CH:12]=2)[N:6]=1. (2) Given the reactants [CH:1]1([O:7][CH:8]([C:13]2[CH:14]=[N:15][C:16]([CH3:19])=[N:17][CH:18]=2)[CH2:9][N+:10]([O-:12])=[O:11])[CH2:6][CH2:5]C[CH2:3][CH2:2]1.[O:20]1CCC(O)CC1, predict the reaction product. The product is: [CH3:19][C:16]1[N:15]=[CH:14][C:13]([CH:8]([O:7][CH:1]2[CH2:6][CH2:5][O:20][CH2:3][CH2:2]2)[CH2:9][N+:10]([O-:12])=[O:11])=[CH:18][N:17]=1.